The task is: Predict the reactants needed to synthesize the given product.. This data is from Full USPTO retrosynthesis dataset with 1.9M reactions from patents (1976-2016). (1) Given the product [NH2:24][C:18]1[C:17]2[N:16]=[C:15]([CH2:25][CH2:26][CH3:27])[N:14]([CH2:13][CH2:12][O:11][CH2:10][CH2:9][NH:8][C:33](=[O:34])[C:32]3[CH:36]=[CH:37][C:29]([Cl:28])=[CH:30][CH:31]=3)[C:22]=2[C:21]([Br:23])=[CH:20][N:19]=1, predict the reactants needed to synthesize it. The reactants are: C(N(CC)CC)C.[NH2:8][CH2:9][CH2:10][O:11][CH2:12][CH2:13][N:14]1[C:22]2[C:21]([Br:23])=[CH:20][N:19]=[C:18]([NH2:24])[C:17]=2[N:16]=[C:15]1[CH2:25][CH2:26][CH3:27].[Cl:28][C:29]1[CH:37]=[CH:36][C:32]([C:33](Cl)=[O:34])=[CH:31][CH:30]=1. (2) Given the product [CH:1]1([CH2:4][N:5]2[C@@H:17]3[CH2:22][CH2:21][CH2:20][CH2:19][C@H:18]3[O:23][C@@H:10]([C:11]3[CH:16]=[CH:15][CH:14]=[CH:13][CH:12]=3)[C@@H:8]([OH:9])[C:6]2=[O:7])[CH2:2][CH2:3]1, predict the reactants needed to synthesize it. The reactants are: [CH:1]1([CH2:4][N:5]([C@@H:17]2[CH2:22][CH2:21][CH2:20][CH2:19][C@H:18]2[OH:23])[C:6]([C@H:8]2[C@H:10]([C:11]3[CH:16]=[CH:15][CH:14]=[CH:13][CH:12]=3)[O:9]2)=[O:7])[CH2:3][CH2:2]1. (3) Given the product [CH2:28]([N:25]1[CH2:26][CH2:27][N:22]([C:14]2[C:15]3[C:20](=[CH:19][CH:18]=[CH:17][CH:16]=3)[CH:21]=[C:12]([C:7]3[CH:8]=[CH:9][C:10]([CH:31]=[O:32])=[CH:11][CH:6]=3)[N:13]=2)[CH2:23][CH2:24]1)[CH3:29], predict the reactants needed to synthesize it. The reactants are: O1CCOC1[C:6]1[CH:11]=[CH:10][CH:9]=[CH:8][C:7]=1[C:12]1[N:13]=[C:14]([N:22]2[CH2:27][CH2:26][N:25]([CH2:28][CH3:29])[CH2:24][CH2:23]2)[C:15]2[C:20]([CH:21]=1)=[CH:19][CH:18]=[CH:17][CH:16]=2.Cl.[CH3:31][OH:32].